From a dataset of Full USPTO retrosynthesis dataset with 1.9M reactions from patents (1976-2016). Predict the reactants needed to synthesize the given product. (1) The reactants are: [CH3:1][C:2]1[N:3]=[C:4]2[N:9]=CC=C[N:5]2[C:10]=1[C:11]1[CH:16]=[CH:15][C:14]([C:17]([F:20])([F:19])[F:18])=[CH:13][CH:12]=1.NO. Given the product [CH3:1][C:2]1[N:3]=[C:4]([NH2:9])[NH:5][C:10]=1[C:11]1[CH:12]=[CH:13][C:14]([C:17]([F:20])([F:18])[F:19])=[CH:15][CH:16]=1, predict the reactants needed to synthesize it. (2) The reactants are: [O:1]1[C:5]2([CH2:10][CH2:9][C:8](=[O:11])[CH2:7][CH2:6]2)[O:4][CH2:3][CH2:2]1.[CH:12]1([Mg]Br)[CH2:14][CH2:13]1. Given the product [CH:12]1([C:8]2([OH:11])[CH2:7][CH2:6][C:5]3([O:4][CH2:3][CH2:2][O:1]3)[CH2:10][CH2:9]2)[CH2:14][CH2:13]1, predict the reactants needed to synthesize it. (3) The reactants are: Cl.[NH2:2][C@@H:3]([C:5]1[CH:13]=[CH:12][C:8]([C:9]([OH:11])=O)=CC=1)[CH3:4].[C:14]([N:18]=[C:19]=[O:20])([CH3:17])([CH3:16])[CH3:15].C(N(CC)CC)C.CN(C([O:35][N:36]1N=NC2C=CC=NC1=2)=[N+](C)C)C.F[P-](F)(F)(F)(F)F.[Si](ON)(C(C)(C)C)(C)C.C[S:62](C)=O. Given the product [C:14]([NH:18][C:19]([NH:2][C@@H:3]([C:5]1[S:62][C:8]([C:9]([NH:36][OH:35])=[O:11])=[CH:12][CH:13]=1)[CH3:4])=[O:20])([CH3:17])([CH3:16])[CH3:15], predict the reactants needed to synthesize it. (4) Given the product [Br:1][C:2]1[C:3](/[CH:13]=[CH:19]/[N:20]([CH3:22])[CH3:21])=[C:4]([N+:10]([O-:12])=[O:11])[C:5]([O:8][CH3:9])=[N:6][CH:7]=1, predict the reactants needed to synthesize it. The reactants are: [Br:1][C:2]1[C:3]([CH3:13])=[C:4]([N+:10]([O-:12])=[O:11])[C:5]([O:8][CH3:9])=[N:6][CH:7]=1.C[O-].[Li+].CO[CH:19](OC)[N:20]([CH3:22])[CH3:21].O. (5) Given the product [S:19]([C:16]1[CH:15]=[CH:14][C:13]([NH:12][C:7]2[N:6]=[CH:5][C:4]3[C:9](=[CH:10][CH:11]=[C:2]([NH:1][C:23](=[O:25])[CH3:24])[CH:3]=3)[N:8]=2)=[CH:18][CH:17]=1)(=[O:21])(=[O:20])[NH2:22], predict the reactants needed to synthesize it. The reactants are: [NH2:1][C:2]1[CH:3]=[C:4]2[C:9](=[CH:10][CH:11]=1)[N:8]=[C:7]([NH:12][C:13]1[CH:18]=[CH:17][C:16]([S:19]([NH2:22])(=[O:21])=[O:20])=[CH:15][CH:14]=1)[N:6]=[CH:5]2.[C:23](O)(=[O:25])[CH3:24].CN(C(ON1N=NC2C=CC=CC1=2)=[N+](C)C)C.F[P-](F)(F)(F)(F)F.CC(N(C)C)=O. (6) Given the product [CH2:3]([O:10][C:11](=[O:22])[NH:12][C@H:13]1[CH2:18][CH2:17][C@H:16]([C:19](=[O:21])[CH2:20][Br:1])[CH2:15][CH2:14]1)[C:4]1[CH:5]=[CH:6][CH:7]=[CH:8][CH:9]=1, predict the reactants needed to synthesize it. The reactants are: [Br:1]Br.[CH2:3]([O:10][C:11](=[O:22])[NH:12][C@H:13]1[CH2:18][CH2:17][C@H:16]([C:19](=[O:21])[CH3:20])[CH2:15][CH2:14]1)[C:4]1[CH:9]=[CH:8][CH:7]=[CH:6][CH:5]=1. (7) Given the product [N:19]1[CH:20]=[CH:21][C:22]([CH2:25][NH:26][C:27]([C:29]2[S:30][C:31]([C:34]([NH:36][N:37]=[C:15]([C:11]3[C:10]([OH:18])=[C:9]([C:4]4[CH:5]=[CH:6][C:7]([Cl:8])=[C:2]([Cl:1])[CH:3]=4)[N:13]([CH3:14])[N:12]=3)[CH3:16])=[O:35])=[CH:32][CH:33]=2)=[O:28])=[CH:23][CH:24]=1, predict the reactants needed to synthesize it. The reactants are: [Cl:1][C:2]1[CH:3]=[C:4]([C:9]2[N:13]([CH3:14])[N:12]=[C:11]([C:15](=O)[CH3:16])[C:10]=2[OH:18])[CH:5]=[CH:6][C:7]=1[Cl:8].[N:19]1[CH:24]=[CH:23][C:22]([CH2:25][NH:26][C:27]([C:29]2[S:30][C:31]([C:34]([NH:36][NH2:37])=[O:35])=[CH:32][CH:33]=2)=[O:28])=[CH:21][CH:20]=1.